From a dataset of Forward reaction prediction with 1.9M reactions from USPTO patents (1976-2016). Predict the product of the given reaction. Given the reactants C([O-])([O-])=O.[Na+].[Na+].Cl.[N+:8]([C:11]1[CH:12]=[C:13]([CH:16]=[CH:17][CH:18]=1)[CH2:14][NH2:15])([O-:10])=[O:9].Cl[C:20]([O:22][C@H:23]1[CH2:27][CH2:26][O:25][CH2:24]1)=[O:21].ClC([O-])=O, predict the reaction product. The product is: [N+:8]([C:11]1[CH:12]=[C:13]([CH:16]=[CH:17][CH:18]=1)[CH2:14][NH:15][C:20](=[O:21])[O:22][C@H:23]1[CH2:27][CH2:26][O:25][CH2:24]1)([O-:10])=[O:9].